This data is from Reaction yield outcomes from USPTO patents with 853,638 reactions. The task is: Predict the reaction yield, written as a fraction of the theoretical maximum amount of product (1.0 means a 100% yield; for example, 0.34 means a 34% yield). (1) The reactants are [C:1]([C:3]1[CH:4]=[C:5]([C:22]2[CH:27]=[CH:26][C:25]([C:28]([O:30]CC)=[O:29])=[C:24]([F:33])[CH:23]=2)[CH:6]=[CH:7][C:8]=1[O:9][CH2:10][CH:11]1[CH2:16][CH2:15][N:14]([CH2:17][C:18]([F:21])([CH3:20])[CH3:19])[CH2:13][CH2:12]1)#[N:2].O[Li].O. The catalyst is C1COCC1.O. The product is [C:1]([C:3]1[CH:4]=[C:5]([C:22]2[CH:27]=[CH:26][C:25]([C:28]([OH:30])=[O:29])=[C:24]([F:33])[CH:23]=2)[CH:6]=[CH:7][C:8]=1[O:9][CH2:10][CH:11]1[CH2:12][CH2:13][N:14]([CH2:17][C:18]([F:21])([CH3:20])[CH3:19])[CH2:15][CH2:16]1)#[N:2]. The yield is 0.620. (2) The reactants are [H-].[Na+].[O:3]1[CH2:8][CH2:7][CH2:6][CH2:5][CH:4]1[O:9][NH:10][C:11]([C:13]1[CH:14]=[N:15][C:16]([N:19]2[CH2:24][CH:23]3[CH:21]([CH:22]3[NH:25][S:26]([C:29]3[CH:38]=[CH:37][C:36]4[C:31](=[CH:32][CH:33]=[CH:34][CH:35]=4)[CH:30]=3)(=[O:28])=[O:27])[CH2:20]2)=[N:17][CH:18]=1)=[O:12].Cl.Cl[CH2:41][CH2:42][N:43]1[CH2:47][CH2:46][CH2:45][CH2:44]1.C(Cl)Cl. The catalyst is CCCCCCC.CN(C=O)C. The product is [O:3]1[CH2:8][CH2:7][CH2:6][CH2:5][CH:4]1[O:9][NH:10][C:11]([C:13]1[CH:14]=[N:15][C:16]([N:19]2[CH2:20][CH:21]3[CH:23]([CH:22]3[N:25]([S:26]([C:29]3[CH:38]=[CH:37][C:36]4[C:31](=[CH:32][CH:33]=[CH:34][CH:35]=4)[CH:30]=3)(=[O:27])=[O:28])[CH2:41][CH2:42][N:43]3[CH2:47][CH2:46][CH2:45][CH2:44]3)[CH2:24]2)=[N:17][CH:18]=1)=[O:12]. The yield is 0.190. (3) The reactants are [C:1]([C:5]1[CH:9]=[C:8]([NH:10][C:11]([NH:13][C:14]2[CH:19]=[CH:18][C:17]([O:20][C:21]3[CH:26]=[CH:25][N:24]=[C:23](C)[CH:22]=3)=[CH:16][C:15]=2F)=[O:12])[N:7]([C:29]2[CH:34]=[CH:33][C:32]([NH:35][C:36](=O)[CH2:37][O:38][CH3:39])=[CH:31][CH:30]=2)[N:6]=1)([CH3:4])([CH3:3])[CH3:2].B.CSC. The catalyst is C1COCC1. The product is [C:1]([C:5]1[CH:9]=[C:8]([NH:10][C:11]([NH:13][C:14]2[CH:15]=[CH:16][C:17]([O:20][C:21]3[CH:26]=[CH:25][N:24]=[CH:23][CH:22]=3)=[CH:18][CH:19]=2)=[O:12])[N:7]([C:29]2[CH:30]=[CH:31][C:32]([NH:35][CH2:36][CH2:37][O:38][CH3:39])=[CH:33][CH:34]=2)[N:6]=1)([CH3:4])([CH3:2])[CH3:3]. The yield is 0.0700. (4) The reactants are [OH-].[Na+].[CH3:3][O:4][CH2:5][CH2:6][CH2:7][O:8][C:9]1[CH:17]=[C:16]2[C:12]([CH:13]=[CH:14][NH:15]2)=[CH:11][C:10]=1[O:18][C:19]1[CH:24]=[CH:23][N:22]=[C:21]([NH:25]C(=O)C)[CH:20]=1.C(OCC)(=O)C.O. The catalyst is CO. The product is [CH3:3][O:4][CH2:5][CH2:6][CH2:7][O:8][C:9]1[CH:17]=[C:16]2[C:12]([CH:13]=[CH:14][NH:15]2)=[CH:11][C:10]=1[O:18][C:19]1[CH:24]=[CH:23][N:22]=[C:21]([NH2:25])[CH:20]=1. The yield is 0.910. (5) The reactants are [CH3:1][C:2]([C:6]1[S:7][CH:8]=[CH:9][CH:10]=1)([CH3:5])[C:3]#[N:4].[H-].[Al+3].[Li+].[H-].[H-].[H-]. The catalyst is C1COCC1. The product is [CH3:1][C:2]([C:6]1[S:7][CH:8]=[CH:9][CH:10]=1)([CH3:5])[CH2:3][NH2:4]. The yield is 0.700. (6) The catalyst is FC(F)(F)C(O)=O.C(Cl)Cl. The yield is 0.100. The product is [CH3:12][C:8]1[N:7]=[C:21]([SH:22])[N:20]([C:17]2[CH:18]=[CH:19][C:14]([CH3:23])=[CH:15][CH:16]=2)[C:9]=1[CH3:10]. The reactants are C(OC(=O)[NH:7][CH:8]([CH3:12])[C:9](=O)[CH3:10])(C)(C)C.[C:14]1([CH3:23])[CH:19]=[CH:18][C:17]([N:20]=[C:21]=[S:22])=[CH:16][CH:15]=1.CCN(C(C)C)C(C)C. (7) The reactants are [C:1]([O:5][C:6]([NH:8][CH2:9][C:10]1[N:11]([CH2:36][CH:37]([CH3:39])[CH3:38])[C:12](=[O:35])[C:13]2[C:18]([C:19]=1[C:20]1[CH:25]=[CH:24][CH:23]=[CH:22][CH:21]=1)=[CH:17][C:16]([C:26]1[S:27][C:28]([C:32]([OH:34])=O)=[C:29]([CH3:31])[N:30]=1)=[CH:15][CH:14]=2)=[O:7])([CH3:4])([CH3:3])[CH3:2].Cl.C([N:43]=C=NCCCN(C)C)C.[NH4+].ON1C2C=CC=CC=2N=N1.O. The catalyst is CN(C)C=O. The product is [NH2:43][C:32]([C:28]1[S:27][C:26]([C:16]2[CH:17]=[C:18]3[C:13](=[CH:14][CH:15]=2)[C:12](=[O:35])[N:11]([CH2:36][CH:37]([CH3:38])[CH3:39])[C:10]([CH2:9][NH:8][C:6](=[O:7])[O:5][C:1]([CH3:3])([CH3:2])[CH3:4])=[C:19]3[C:20]2[CH:21]=[CH:22][CH:23]=[CH:24][CH:25]=2)=[N:30][C:29]=1[CH3:31])=[O:34]. The yield is 0.864. (8) The yield is 0.960. The catalyst is O.[O-]S([O-])(=O)=O.[Cu+2]. The reactants are [N:1]([CH2:4][CH:5]([OH:18])[CH2:6][CH2:7][C:8]1[S:12][C:11]([C:13]([O:15][CH2:16][CH3:17])=[O:14])=[N:10][N:9]=1)=[N+:2]=[N-:3].[C:19]([O:23][C:24]([CH3:27])([CH3:26])[CH3:25])(=[O:22])[C:20]#[CH:21].O=C1O[C@H]([C@H](CO)O)C([O-])=C1O.[Na+].CC(O)(C)C.O. The product is [C:24]([O:23][C:19]([C:20]1[N:3]=[N:2][N:1]([CH2:4][CH:5]([OH:18])[CH2:6][CH2:7][C:8]2[S:12][C:11]([C:13]([O:15][CH2:16][CH3:17])=[O:14])=[N:10][N:9]=2)[CH:21]=1)=[O:22])([CH3:27])([CH3:26])[CH3:25].